Task: Predict the product of the given reaction.. Dataset: Forward reaction prediction with 1.9M reactions from USPTO patents (1976-2016) (1) Given the reactants C([O-])(O)=O.[Na+].S(O)(O)(=O)=O.[NH2:11][CH2:12][C:13]#[N:14].[CH2:15]([O:22][C:23](Cl)=[O:24])[C:16]1[CH:21]=[CH:20][CH:19]=[CH:18][CH:17]=1, predict the reaction product. The product is: [CH2:15]([O:22][C:23](=[O:24])[NH:14][CH2:13][C:12]#[N:11])[C:16]1[CH:21]=[CH:20][CH:19]=[CH:18][CH:17]=1. (2) Given the reactants [Cl:1][C:2]1[CH:7]=[CH:6][C:5](B(O)O)=[CH:4][C:3]=1[F:11].Br[C:13]1[CH:19]=[C:18]([F:20])[CH:17]=[CH:16][C:14]=1[NH2:15].O, predict the reaction product. The product is: [Cl:1][C:2]1[CH:7]=[CH:6][C:5]([C:13]2[CH:19]=[C:18]([F:20])[CH:17]=[CH:16][C:14]=2[NH2:15])=[CH:4][C:3]=1[F:11]. (3) Given the reactants [CH3:1][O:2][C:3]([CH:5]1[CH2:9][CH2:8][CH:7]([OH:10])[CH2:6]1)=[O:4].C(N(CC)CC)C.[CH3:18][S:19](Cl)(=[O:21])=[O:20], predict the reaction product. The product is: [CH3:1][O:2][C:3]([CH:5]1[CH2:9][CH2:8][CH:7]([O:10][S:19]([CH3:18])(=[O:21])=[O:20])[CH2:6]1)=[O:4].